Dataset: Full USPTO retrosynthesis dataset with 1.9M reactions from patents (1976-2016). Task: Predict the reactants needed to synthesize the given product. (1) Given the product [Cl:12][C:13]1[N:18]=[C:17]([NH:5][C:4]2[CH:6]=[CH:7][C:8]([O:10][CH3:11])=[CH:9][C:3]=2[O:2][CH3:1])[C:16]([F:20])=[CH:15][N:14]=1, predict the reactants needed to synthesize it. The reactants are: [CH3:1][O:2][C:3]1[CH:9]=[C:8]([O:10][CH3:11])[CH:7]=[CH:6][C:4]=1[NH2:5].[Cl:12][C:13]1[N:18]=[C:17](Cl)[C:16]([F:20])=[CH:15][N:14]=1.C(N(CC)C(C)C)(C)C. (2) The reactants are: C([O:3][C:4]([C:6]1[C:7]2[CH2:8][C@H:9]3[CH2:21][C@H:10]3[C:11]=2[N:12]([C:14]2[N:15]=[N:16][C:17]([Cl:20])=[CH:18][CH:19]=2)[N:13]=1)=[O:5])C.[OH-:22].[Na+].[CH3:24]O. Given the product [Cl:20][C:17]1[N:16]=[N:15][C:14]([N:12]2[C:11]3[C@@H:10]4[CH2:21][C@@H:9]4[CH2:8][C:7]=3[C:6]([C:4]([OH:5])=[O:3])=[N:13]2)=[CH:19][CH:18]=1.[CH3:24][O:22][C:17]1[N:16]=[N:15][C:14]([N:12]2[C:11]3[C@@H:10]4[CH2:21][C@@H:9]4[CH2:8][C:7]=3[C:6]([C:4]([OH:3])=[O:5])=[N:13]2)=[CH:19][CH:18]=1, predict the reactants needed to synthesize it. (3) Given the product [CH2:14]([C:11]1[CH:12]=[C:13]2[C:8](=[C:9]([O:18][CH2:19][C:20]([N:22]([CH3:24])[CH3:23])=[O:21])[CH:10]=1)[NH:7][N:6]=[C:5]2[NH:4][C:2]1[S:3][CH:26]=[CH:27][N:1]=1)[CH:15]([CH3:17])[CH3:16], predict the reactants needed to synthesize it. The reactants are: [NH2:1][C:2]([NH:4][C:5]1[C:13]2[C:8](=[C:9]([O:18][CH2:19][C:20]([N:22]([CH3:24])[CH3:23])=[O:21])[CH:10]=[C:11]([CH2:14][CH:15]([CH3:17])[CH3:16])[CH:12]=2)[NH:7][N:6]=1)=[S:3].Br[C:26](OCC)(OCC)[CH3:27].C(=O)([O-])O.[Na+]. (4) Given the product [Cl:44][C:25]1[CH:24]=[C:23]([NH:22][C:19]2[C:20]3[N:12]([CH2:11][CH2:10][OH:9])[CH:13]=[CH:14][C:15]=3[N:16]=[CH:17][N:18]=2)[CH:43]=[CH:42][C:26]=1[O:27][C:28]1[CH:36]=[CH:35][CH:34]=[C:33]2[C:29]=1[CH2:30][CH2:31][C:32]2([C:38]([F:41])([F:40])[F:39])[OH:37], predict the reactants needed to synthesize it. The reactants are: C([O:9][CH2:10][CH2:11][N:12]1[C:20]2[C:19](Cl)=[N:18][CH:17]=[N:16][C:15]=2[CH:14]=[CH:13]1)(=O)C1C=CC=CC=1.[NH2:22][C:23]1[CH:43]=[CH:42][C:26]([O:27][C:28]2[CH:36]=[CH:35][CH:34]=[C:33]3[C:29]=2[CH2:30][CH2:31][C:32]3([C:38]([F:41])([F:40])[F:39])[OH:37])=[C:25]([Cl:44])[CH:24]=1.C(=O)([O-])O.[Na+].